From a dataset of Catalyst prediction with 721,799 reactions and 888 catalyst types from USPTO. Predict which catalyst facilitates the given reaction. (1) Product: [NH2:1][C:4]1[CH:19]=[CH:18][CH:17]=[CH:16][C:5]=1[O:6][CH2:7][CH2:8][O:9][CH2:10][CH2:11][O:12][CH2:13][CH2:14][OH:15]. The catalyst class is: 856. Reactant: [N+:1]([C:4]1[CH:19]=[CH:18][CH:17]=[CH:16][C:5]=1[O:6][CH2:7][CH2:8][O:9][CH2:10][CH2:11][O:12][CH2:13][CH2:14][OH:15])([O-])=O. (2) Reactant: [CH:1]1([CH2:7][N:8]2[C:16]3[C:11](=[CH:12][CH:13]=[CH:14][C:15]=3[O:17][CH3:18])[C:10]([C:19](=[S:21])[NH2:20])=[CH:9]2)[CH2:6][CH2:5][CH2:4][CH2:3][CH2:2]1.[CH2:22]([O:24][C:25](=[O:32])[C:26](=O)[CH:27](Cl)[CH2:28][CH3:29])[CH3:23]. Product: [CH2:22]([O:24][C:25]([C:26]1[N:20]=[C:19]([C:10]2[C:11]3[C:16](=[C:15]([O:17][CH3:18])[CH:14]=[CH:13][CH:12]=3)[N:8]([CH2:7][CH:1]3[CH2:2][CH2:3][CH2:4][CH2:5][CH2:6]3)[CH:9]=2)[S:21][C:27]=1[CH2:28][CH3:29])=[O:32])[CH3:23]. The catalyst class is: 9. (3) Reactant: CCN(C(C)C)C(C)C.CN(C(ON1N=NC2C=CC=NC1=2)=[N+](C)C)C.F[P-](F)(F)(F)(F)F.[Cl:34][C:35]1[CH:40]=[CH:39][CH:38]=[C:37]([CH3:41])[C:36]=1[S:42]([N:45]([CH2:49][CH2:50][O:51][CH2:52][C:53](O)=[O:54])[CH:46]1[CH2:48][CH2:47]1)(=[O:44])=[O:43].[F:56][C:57]1[CH:58]=[C:59]([C:63]2([O:69][CH2:70][CH2:71][N:72]3[CH2:76][CH2:75][CH2:74][CH2:73]3)[CH2:68][CH2:67][NH:66][CH2:65][CH2:64]2)[CH:60]=[CH:61][CH:62]=1. Product: [Cl:34][C:35]1[CH:40]=[CH:39][CH:38]=[C:37]([CH3:41])[C:36]=1[S:42]([N:45]([CH:46]1[CH2:48][CH2:47]1)[CH2:49][CH2:50][O:51][CH2:52][C:53]([N:66]1[CH2:65][CH2:64][C:63]([C:59]2[CH:60]=[CH:61][CH:62]=[C:57]([F:56])[CH:58]=2)([O:69][CH2:70][CH2:71][N:72]2[CH2:76][CH2:75][CH2:74][CH2:73]2)[CH2:68][CH2:67]1)=[O:54])(=[O:44])=[O:43]. The catalyst class is: 7. (4) Reactant: [CH3:1][N:2]1[C:6]([C:7]2[CH:8]=[C:9]([NH2:21])[CH:10]=[CH:11][C:12]=2[O:13][CH2:14][CH2:15][N:16]2[CH2:20][CH2:19][CH2:18][CH2:17]2)=[CH:5][CH:4]=[N:3]1.[Cl:22][C:23]1[CH:33]=[CH:32][C:26]([CH:27]([OH:31])[C:28](O)=[O:29])=[CH:25][CH:24]=1.CN(C(ON1N=NC2C=CC=NC1=2)=[N+](C)C)C.F[P-](F)(F)(F)(F)F.C(N(CC)CC)C. Product: [Cl:22][C:23]1[CH:24]=[CH:25][C:26]([CH:27]([OH:31])[C:28]([NH:21][C:9]2[CH:10]=[CH:11][C:12]([O:13][CH2:14][CH2:15][N:16]3[CH2:20][CH2:19][CH2:18][CH2:17]3)=[C:7]([C:6]3[N:2]([CH3:1])[N:3]=[CH:4][CH:5]=3)[CH:8]=2)=[O:29])=[CH:32][CH:33]=1. The catalyst class is: 3.